This data is from Full USPTO retrosynthesis dataset with 1.9M reactions from patents (1976-2016). The task is: Predict the reactants needed to synthesize the given product. (1) Given the product [CH3:14][O:15][C:16]1[CH:25]=[C:24]2[C:19]([N:20]=[CH:21][C:22]([S:26][CH2:27][CH2:28][N:29]3[CH2:30][CH2:31][CH:32]([NH:35][CH2:12][C:10]4[CH:9]=[CH:8][C:5]5[O:6][CH2:7][C:2](=[O:1])[NH:3][C:4]=5[N:11]=4)[CH2:33][CH2:34]3)=[N:23]2)=[CH:18][CH:17]=1, predict the reactants needed to synthesize it. The reactants are: [O:1]=[C:2]1[CH2:7][O:6][C:5]2[CH:8]=[CH:9][C:10]([CH:12]=O)=[N:11][C:4]=2[NH:3]1.[CH3:14][O:15][C:16]1[CH:25]=[C:24]2[C:19]([N:20]=[CH:21][C:22]([S:26][CH2:27][CH2:28][N:29]3[CH2:34][CH2:33][CH:32]([NH2:35])[CH2:31][CH2:30]3)=[N:23]2)=[CH:18][CH:17]=1. (2) Given the product [CH3:22][O:21][C:19](=[O:20])[CH2:18][N:8]1[C:7]2[CH:11]=[CH:12][CH:13]=[CH:14][C:6]=2[O:5][CH:4]([CH:1]([CH3:3])[CH3:2])[C:9]1=[O:10], predict the reactants needed to synthesize it. The reactants are: [CH:1]([CH:4]1[C:9](=[O:10])[NH:8][C:7]2[CH:11]=[CH:12][CH:13]=[CH:14][C:6]=2[O:5]1)([CH3:3])[CH3:2].[H-].[Na+].Br[CH2:18][C:19]([O:21][CH3:22])=[O:20].Cl. (3) Given the product [C:19]([C:18]1[CH:21]=[C:14]([C:12]2[O:11][N:10]=[C:9]([C:4]3[C:3]([O:26][CH3:27])=[C:2]([CH2:49][CH2:50][CH2:51][C:52]([O:54][CH2:55][CH3:56])=[O:53])[CH:7]=[C:6]([F:8])[CH:5]=3)[N:13]=2)[CH:15]=[CH:16][C:17]=1[O:22][CH:23]([CH3:25])[CH3:24])#[N:20], predict the reactants needed to synthesize it. The reactants are: Br[C:2]1[C:3]([O:26][CH3:27])=[C:4]([C:9]2[N:13]=[C:12]([C:14]3[CH:15]=[CH:16][C:17]([O:22][CH:23]([CH3:25])[CH3:24])=[C:18]([CH:21]=3)[C:19]#[N:20])[O:11][N:10]=2)[CH:5]=[C:6]([F:8])[CH:7]=1.C(P(C(C)(C)C)C(C)(C)C)(C)(C)C.C(=O)([O-])[O-].[Cs+].[Cs+].Br[Zn][CH2:49][CH2:50][CH2:51][C:52]([O:54][CH2:55][CH3:56])=[O:53]. (4) Given the product [Br:9][C:10]1[CH:11]=[CH:12][C:13]([C:16](=[C:1]2[CH2:7][CH2:6][CH2:5][CH2:4][CH2:3][CH2:2]2)[C:18]2[CH:23]=[CH:22][C:21]([OH:24])=[CH:20][CH:19]=2)=[CH:14][CH:15]=1, predict the reactants needed to synthesize it. The reactants are: [C:1]1(=O)[CH2:7][CH2:6][CH2:5][CH2:4][CH2:3][CH2:2]1.[Br:9][C:10]1[CH:15]=[CH:14][C:13]([C:16]([C:18]2[CH:23]=[CH:22][C:21]([OH:24])=[CH:20][CH:19]=2)=O)=[CH:12][CH:11]=1. (5) Given the product [CH3:22][O:12][C:11](=[N:13][CH2:14][CH2:15][CH3:16])[CH2:10][CH2:9][C:6]1[CH:5]=[CH:4][C:3]([O:2][CH3:1])=[CH:8][CH:7]=1, predict the reactants needed to synthesize it. The reactants are: [CH3:1][O:2][C:3]1[CH:8]=[CH:7][C:6]([CH2:9][CH2:10][C:11]([NH:13][CH2:14][CH2:15][CH3:16])=[O:12])=[CH:5][CH:4]=1.F[B-](F)(F)F.[CH3:22][O+](C)C. (6) Given the product [CH3:39][N:10]([CH3:9])[C:11]1([C:33]2[CH:38]=[CH:37][CH:36]=[CH:35][CH:34]=2)[CH2:16][CH2:15][CH:14]([C:17]2[NH:18][C:19]3[C:24]([C:25]=2[CH2:26][C:27]2[CH:32]=[CH:31][CH:30]=[CH:29][N:28]=2)=[CH:23][CH:22]=[CH:21][CH:20]=3)[CH2:13][CH2:12]1, predict the reactants needed to synthesize it. The reactants are: FC(F)(F)S(O)(=O)=O.[CH3:9][N:10]([CH3:39])[C:11]1([C:33]2[CH:38]=[CH:37][CH:36]=[CH:35][CH:34]=2)[CH2:16][CH2:15][C:14]([C:17]2[NH:18][C:19]3[C:24]([C:25]=2[CH2:26][C:27]2[CH:32]=[CH:31][CH:30]=[CH:29][N:28]=2)=[CH:23][CH:22]=[CH:21][CH:20]=3)=[CH:13][CH2:12]1.[OH-].[Na+]. (7) Given the product [CH3:1][C:2]1[C:11]([CH3:12])=[C:10]([O:13][Si:14]([C:17]([CH3:20])([CH3:19])[CH3:18])([CH3:16])[CH3:15])[C:9]2[C:4](=[CH:5][CH:6]=[CH:7][CH:8]=2)[N:3]=1, predict the reactants needed to synthesize it. The reactants are: [CH3:1][C:2]1[C:11]([CH3:12])=[C:10]([OH:13])[C:9]2[C:4](=[CH:5][CH:6]=[CH:7][CH:8]=2)[N:3]=1.[Si:14](Cl)([C:17]([CH3:20])([CH3:19])[CH3:18])([CH3:16])[CH3:15].N1C=CN=C1. (8) The reactants are: Cl.[O:2]1[C:6]2[CH:7]=[CH:8][CH:9]=[C:10]([CH:11]3[CH2:16][CH2:15][N:14]([CH2:17][CH2:18][C@H:19]4[CH2:24][CH2:23][C@H:22]([NH2:25])[CH2:21][CH2:20]4)[CH2:13][CH2:12]3)[C:5]=2[O:4][CH2:3]1.[CH3:26][O:27][CH2:28][C:29](O)=[O:30]. Given the product [O:2]1[C:6]2[CH:7]=[CH:8][CH:9]=[C:10]([CH:11]3[CH2:16][CH2:15][N:14]([CH2:17][CH2:18][C@H:19]4[CH2:20][CH2:21][C@H:22]([NH:25][C:29](=[O:30])[CH2:28][O:27][CH3:26])[CH2:23][CH2:24]4)[CH2:13][CH2:12]3)[C:5]=2[O:4][CH2:3]1, predict the reactants needed to synthesize it. (9) Given the product [CH:24]1([CH:30]2[NH:13][C:6]3[CH:5]=[CH:4][C:3]([C:1]4[CH:19]=[CH:18][CH:17]=[CH:16][C:15]=4[Cl:14])=[CH:8][C:7]=3[S:9](=[O:11])(=[O:10])[NH:12]2)[CH2:29][CH2:28][CH2:27][CH2:26][CH2:25]1, predict the reactants needed to synthesize it. The reactants are: [C:1]([C:3]1[CH:4]=[CH:5][C:6]([NH2:13])=[C:7]([S:9]([NH2:12])(=[O:11])=[O:10])[CH:8]=1)#N.[Cl:14][C:15]1C=[CH:19][CH:18]=[CH:17][C:16]=1B(O)O.[CH:24]1([CH:30]=O)[CH2:29][CH2:28][CH2:27][CH2:26][CH2:25]1.